This data is from Full USPTO retrosynthesis dataset with 1.9M reactions from patents (1976-2016). The task is: Predict the reactants needed to synthesize the given product. (1) Given the product [CH3:16][O:17][C:18]1[CH:25]=[C:24]([O:26][CH3:27])[CH:23]=[CH:22][C:19]=1[CH2:20]/[N:21]=[CH:13]/[C@@H:11]1[CH2:10][O:9][C:8]([CH3:7])([CH3:15])[O:12]1, predict the reactants needed to synthesize it. The reactants are: [O-]S([O-])(=O)=O.[Mg+2].[CH3:7][C:8]1([CH3:15])[O:12][C@H:11]([CH:13]=O)[CH2:10][O:9]1.[CH3:16][O:17][C:18]1[CH:25]=[C:24]([O:26][CH3:27])[CH:23]=[CH:22][C:19]=1[CH2:20][NH2:21]. (2) Given the product [C:1]([O:5][C:6]([N:8]1[CH2:13][CH2:12][N:11]2[C:14]([C:21]3[CH:22]=[N:23][CH:24]=[CH:25][CH:26]=3)=[C:15]([Cl:20])[C:16]([C:17](=[S:36])[NH2:18])=[C:10]2[CH2:9]1)=[O:7])([CH3:4])([CH3:3])[CH3:2], predict the reactants needed to synthesize it. The reactants are: [C:1]([O:5][C:6]([N:8]1[CH2:13][CH2:12][N:11]2[C:14]([C:21]3[CH:22]=[N:23][CH:24]=[CH:25][CH:26]=3)=[C:15]([Cl:20])[C:16]([C:17](=O)[NH2:18])=[C:10]2[CH2:9]1)=[O:7])([CH3:4])([CH3:3])[CH3:2].COC1C=CC(P(=S)=[S:36])=CC=1.